From a dataset of NCI-60 drug combinations with 297,098 pairs across 59 cell lines. Regression. Given two drug SMILES strings and cell line genomic features, predict the synergy score measuring deviation from expected non-interaction effect. (1) Drug 1: CC(C1=C(C=CC(=C1Cl)F)Cl)OC2=C(N=CC(=C2)C3=CN(N=C3)C4CCNCC4)N. Drug 2: CN1C(=O)N2C=NC(=C2N=N1)C(=O)N. Cell line: HCT-15. Synergy scores: CSS=0.835, Synergy_ZIP=0.924, Synergy_Bliss=2.68, Synergy_Loewe=-1.65, Synergy_HSA=0.698. (2) Drug 1: C1CC(=O)NC(=O)C1N2CC3=C(C2=O)C=CC=C3N. Drug 2: CCC1=C2CN3C(=CC4=C(C3=O)COC(=O)C4(CC)O)C2=NC5=C1C=C(C=C5)O. Cell line: U251. Synergy scores: CSS=44.1, Synergy_ZIP=-1.85, Synergy_Bliss=-2.10, Synergy_Loewe=-22.7, Synergy_HSA=0.681. (3) Drug 1: CC1CCC2CC(C(=CC=CC=CC(CC(C(=O)C(C(C(=CC(C(=O)CC(OC(=O)C3CCCCN3C(=O)C(=O)C1(O2)O)C(C)CC4CCC(C(C4)OC)O)C)C)O)OC)C)C)C)OC. Drug 2: C1C(C(OC1N2C=NC(=NC2=O)N)CO)O. Cell line: OVCAR-4. Synergy scores: CSS=28.3, Synergy_ZIP=-6.22, Synergy_Bliss=-2.87, Synergy_Loewe=1.25, Synergy_HSA=1.56. (4) Drug 1: C1CC(C1)(C2=CC=C(C=C2)C3=C(C=C4C(=N3)C=CN5C4=NNC5=O)C6=CC=CC=C6)N. Drug 2: B(C(CC(C)C)NC(=O)C(CC1=CC=CC=C1)NC(=O)C2=NC=CN=C2)(O)O. Cell line: NCI-H460. Synergy scores: CSS=71.3, Synergy_ZIP=1.38, Synergy_Bliss=0.839, Synergy_Loewe=2.57, Synergy_HSA=4.23.